The task is: Predict the reaction yield, written as a fraction of the theoretical maximum amount of product (1.0 means a 100% yield; for example, 0.34 means a 34% yield).. This data is from Reaction yield outcomes from USPTO patents with 853,638 reactions. (1) The reactants are [CH2:1]([O:4][C:5]1([CH3:34])[CH2:10][CH2:9][N:8]([C:11]2[N:16]3[N:17]=[C:18]([CH2:20]I)[CH:19]=[C:15]3[N:14]=[C:13]([CH3:22])[C:12]=2[C@H:23]([O:29][C:30]([CH3:33])([CH3:32])[CH3:31])[C:24]([O:26][CH2:27][CH3:28])=[O:25])[CH2:7][CH2:6]1)[CH:2]=[CH2:3].[CH3:35][C:36]1[CH:46]=[CH:45][C:39]([CH2:40][NH:41][CH:42]2[CH2:44][CH2:43]2)=[C:38]([O:47][C@H:48]([CH2:50][CH:51]=[CH2:52])[CH3:49])[CH:37]=1.CCN(C(C)C)C(C)C. The catalyst is C(#N)C. The product is [CH2:1]([O:4][C:5]1([CH3:34])[CH2:10][CH2:9][N:8]([C:11]2[N:16]3[N:17]=[C:18]([CH2:20][N:41]([CH:42]4[CH2:44][CH2:43]4)[CH2:40][C:39]4[CH:45]=[CH:46][C:36]([CH3:35])=[CH:37][C:38]=4[O:47][C@H:48]([CH2:50][CH:51]=[CH2:52])[CH3:49])[CH:19]=[C:15]3[N:14]=[C:13]([CH3:22])[C:12]=2[C@H:23]([O:29][C:30]([CH3:33])([CH3:32])[CH3:31])[C:24]([O:26][CH2:27][CH3:28])=[O:25])[CH2:7][CH2:6]1)[CH:2]=[CH2:3]. The yield is 0.790. (2) The yield is 0.780. The product is [C:2]([S:5][CH2:9][CH2:8][CH2:7][Si:18]([O:25][CH2:26][CH3:27])([O:22][CH2:23][CH3:24])[O:19][CH2:20][CH3:21])(=[O:1])[CH3:3]. The catalyst is S1C=CC=C1C(O)=O.C(O)C. The reactants are [O-:1][CH2:2][CH3:3].[Na+].[S:5]1[CH:9]=[CH:8][CH:7]=C1CC(O)=O.ClCCC[Si:18]([O:25][CH2:26][CH3:27])([O:22][CH2:23][CH3:24])[O:19][CH2:20][CH3:21]. (3) The reactants are [C:1]([C:3]1[CH:11]=[CH:10][C:6]([C:7](Cl)=[O:8])=[CH:5][CH:4]=1)#[CH:2].[CH3:12][OH:13]. The catalyst is O1CCCC1. The product is [C:1]([C:3]1[CH:11]=[CH:10][C:6]([C:7]([O:13][CH3:12])=[O:8])=[CH:5][CH:4]=1)#[CH:2]. The yield is 0.870. (4) The reactants are [Br:1][C:2]1[C:7]([N+:8]([O-])=O)=[CH:6][C:5]([CH3:11])=[CH:4][N:3]=1. The catalyst is CC(O)=O.CCOC(C)=O.[Fe]. The product is [Br:1][C:2]1[C:7]([NH2:8])=[CH:6][C:5]([CH3:11])=[CH:4][N:3]=1. The yield is 0.863.